The task is: Binary Classification. Given a drug SMILES string, predict its activity (active/inactive) in a high-throughput screening assay against a specified biological target.. This data is from HIV replication inhibition screening data with 41,000+ compounds from the AIDS Antiviral Screen. (1) The drug is C=C1c2nc3ccccc3n2C=C(c2ccc(C)cc2)N1c1ccccc1. The result is 0 (inactive). (2) The compound is Nc1cc2c(cc1-n1cccc1)oc1ccccc12. The result is 0 (inactive).